From a dataset of Forward reaction prediction with 1.9M reactions from USPTO patents (1976-2016). Predict the product of the given reaction. Given the reactants [CH3:1][O:2][C:3]1[CH:8]=[CH:7][C:6]([S:9](Cl)(=[O:11])=[O:10])=[CH:5][C:4]=1[N:13]1[CH2:18][CH2:17][N:16]([C:19](=[O:24])[C:20]([F:23])([F:22])[F:21])[CH2:15][CH2:14]1.[C:25]1([Mg]Br)[C:34]2[C:29](=[CH:30][CH:31]=[CH:32][CH:33]=2)[CH:28]=[CH:27][CH:26]=1.[Cl-].[NH4+], predict the reaction product. The product is: [F:21][C:20]([F:23])([F:22])[C:19]([N:16]1[CH2:17][CH2:18][N:13]([C:4]2[CH:5]=[C:6]([S:9]([C:33]3[C:34]4[C:29](=[CH:28][CH:27]=[CH:26][CH:25]=4)[CH:30]=[CH:31][CH:32]=3)(=[O:11])=[O:10])[CH:7]=[CH:8][C:3]=2[O:2][CH3:1])[CH2:14][CH2:15]1)=[O:24].